Dataset: Reaction yield outcomes from USPTO patents with 853,638 reactions. Task: Predict the reaction yield, written as a fraction of the theoretical maximum amount of product (1.0 means a 100% yield; for example, 0.34 means a 34% yield). The reactants are [CH3:1][NH:2][C@@H:3]1[C:8]2[CH:9]=[CH:10][CH:11]=[CH:12][C:7]=2[C@H:6]([C:13]2[CH:14]=[CH:15][C:16]([Cl:20])=[C:17]([Cl:19])[CH:18]=2)[CH2:5][CH2:4]1.[ClH:21]. The catalyst is O. The product is [CH3:1][NH:2][C@@H:3]1[C:8]2[CH:9]=[CH:10][CH:11]=[CH:12][C:7]=2[C@H:6]([C:13]2[CH:14]=[CH:15][C:16]([Cl:20])=[C:17]([Cl:19])[CH:18]=2)[CH2:5][CH2:4]1.[ClH:21]. The yield is 0.960.